From a dataset of M1 muscarinic receptor antagonist screen with 61,756 compounds. Binary Classification. Given a drug SMILES string, predict its activity (active/inactive) in a high-throughput screening assay against a specified biological target. (1) The result is 0 (inactive). The drug is O=C(N(C1CCCCC1)Cc1cc2c([nH]c1=O)ccc(OC)c2)c1ncccc1. (2) The drug is Clc1c(Cn2c(S(=O)(=O)CC)nc3c2cccc3)cccc1. The result is 0 (inactive).